Dataset: Catalyst prediction with 721,799 reactions and 888 catalyst types from USPTO. Task: Predict which catalyst facilitates the given reaction. (1) Reactant: [CH3:1][O:2][C:3]1[CH:15]=[CH:14][C:6]2[NH:7]C(=O)[NH:9][S:10](=[O:12])(=[O:11])[C:5]=2[CH:4]=1.[OH-].[Na+]. Product: [NH2:7][C:6]1[CH:14]=[CH:15][C:3]([O:2][CH3:1])=[CH:4][C:5]=1[S:10]([NH2:9])(=[O:11])=[O:12]. The catalyst class is: 65. (2) Reactant: Cl[CH2:2][CH2:3][O:4][C:5]1[CH:6]=[C:7]2[C:11](=[CH:12][CH:13]=1)[N:10]([CH2:14][C:15]1[CH:20]=[CH:19][CH:18]=[C:17]([O:21][CH3:22])[CH:16]=1)[C:9]([C:23]([O:25][CH2:26][CH3:27])=[O:24])=[C:8]2[C:28]1[CH:33]=[CH:32][C:31]([O:34][CH3:35])=[CH:30][CH:29]=1.[CH3:36][NH2:37]. Product: [CH3:22][O:21][C:17]1[CH:16]=[C:15]([CH:20]=[CH:19][CH:18]=1)[CH2:14][N:10]1[C:11]2[C:7](=[CH:6][C:5]([O:4][CH2:3][CH2:2][NH:37][CH3:36])=[CH:13][CH:12]=2)[C:8]([C:28]2[CH:29]=[CH:30][C:31]([O:34][CH3:35])=[CH:32][CH:33]=2)=[C:9]1[C:23]([O:25][CH2:26][CH3:27])=[O:24]. The catalyst class is: 7. (3) Reactant: [F:1][C:2]1[C:7]2[N:8]=[C:9]([C:11]3[CH:12]=[C:13]([C:19]4[C:20]([N:39]([CH3:44])[S:40]([CH3:43])(=[O:42])=[O:41])=[CH:21][C:22]5[O:26][C:25]([C:27]6[CH:32]=[CH:31][C:30]([F:33])=[CH:29][CH:28]=6)=[C:24]([C:34]([NH:36][CH3:37])=[O:35])[C:23]=5[CH:38]=4)[CH:14]=[C:15]([CH:17]=[O:18])[CH:16]=3)[O:10][C:6]=2[CH:5]=[CH:4][CH:3]=1.[CH3:45][Mg]Br. Product: [F:1][C:2]1[C:7]2[N:8]=[C:9]([C:11]3[CH:12]=[C:13]([C:19]4[C:20]([N:39]([CH3:44])[S:40]([CH3:43])(=[O:42])=[O:41])=[CH:21][C:22]5[O:26][C:25]([C:27]6[CH:32]=[CH:31][C:30]([F:33])=[CH:29][CH:28]=6)=[C:24]([C:34]([NH:36][CH3:37])=[O:35])[C:23]=5[CH:38]=4)[CH:14]=[C:15]([CH:17]([OH:18])[CH3:45])[CH:16]=3)[O:10][C:6]=2[CH:5]=[CH:4][CH:3]=1. The catalyst class is: 1.